Dataset: Forward reaction prediction with 1.9M reactions from USPTO patents (1976-2016). Task: Predict the product of the given reaction. (1) Given the reactants [Br:1]N1C(=O)CCC1=O.[Cl:9][C:10]([F:27])([F:26])[C:11]([C:17]1[CH:23]=[CH:22][C:20]([NH2:21])=[C:19]([CH2:24][CH3:25])[CH:18]=1)([F:16])[C:12]([F:15])([F:14])[F:13].[OH-].[Na+], predict the reaction product. The product is: [Br:1][C:22]1[CH:23]=[C:17]([C:11]([C:10]([Cl:9])([F:26])[F:27])([F:16])[C:12]([F:15])([F:14])[F:13])[CH:18]=[C:19]([CH2:24][CH3:25])[C:20]=1[NH2:21]. (2) Given the reactants C[N:2](C(ON1N=NC2C=CC=NC1=2)=[N+](C)C)C.F[P-](F)(F)(F)(F)F.[C:25]([OH:31])([C:27]([F:30])([F:29])[F:28])=[O:26].N1CCC[C@H]1C1NC2C=CC(C3C=CC4C(=CC(C5C=CC6N=C([C@@H]7CCCN7)NC=6C=5)=CC=4)C=3)=CC=2N=1.C[O:71][C:72]([NH:74][C@H](C(C)C)C(O)=O)=[O:73].CCN(C(C)C)C(C)C, predict the reaction product. The product is: [C:25]([O-:31])(=[O:26])[CH3:27].[NH4+:2].[C:25]([OH:31])([C:27]([F:30])([F:29])[F:28])=[O:26].[C:72](=[O:71])([O-:73])[NH2:74]. (3) Given the reactants [CH:1]([C:3]1[CH:4]=[CH:5][C:6]([N:11]2[CH:15]=[N:14][CH:13]=[N:12]2)=[C:7]([CH:10]=1)[C:8]#[N:9])=O.Cl.[NH2:17][OH:18].C([O-])(=O)C.[Na+].O, predict the reaction product. The product is: [OH:18][N:17]=[CH:1][C:3]1[CH:4]=[CH:5][C:6]([N:11]2[CH:15]=[N:14][CH:13]=[N:12]2)=[C:7]([CH:10]=1)[C:8]#[N:9]. (4) Given the reactants [C:1]1([C:7]2([C:13]([O:15]C)=[O:14])[CH2:12][CH2:11][O:10][CH2:9][CH2:8]2)[CH:6]=[CH:5][CH:4]=[CH:3][CH:2]=1.[OH-].[K+], predict the reaction product. The product is: [C:1]1([C:7]2([C:13]([OH:15])=[O:14])[CH2:8][CH2:9][O:10][CH2:11][CH2:12]2)[CH:2]=[CH:3][CH:4]=[CH:5][CH:6]=1. (5) Given the reactants [Br:1][C:2]1[CH:3]=[CH:4][C:5]([OH:10])=[C:6]([CH:9]=1)[CH:7]=[O:8].[CH2:11](Br)[CH3:12].C(=O)([O-])[O-].[K+].[K+], predict the reaction product. The product is: [Br:1][C:2]1[CH:3]=[CH:4][C:5]([O:10][CH2:11][CH3:12])=[C:6]([CH:9]=1)[CH:7]=[O:8].